This data is from Forward reaction prediction with 1.9M reactions from USPTO patents (1976-2016). The task is: Predict the product of the given reaction. (1) Given the reactants [C:1]([O:5][C:6]([N:8]1[CH2:12][C:11]([F:14])([F:13])[CH2:10][CH:9]1[C:15](O)=[O:16])=[O:7])([CH3:4])([CH3:3])[CH3:2], predict the reaction product. The product is: [C:1]([O:5][C:6]([N:8]1[CH2:12][C:11]([F:13])([F:14])[CH2:10][C@H:9]1[CH2:15][OH:16])=[O:7])([CH3:4])([CH3:3])[CH3:2]. (2) Given the reactants [CH3:1][N:2]1[CH:6]=[C:5]([CH3:7])[C:4]([NH2:8])=[N:3]1.[CH:9](=O)[CH3:10].[Na], predict the reaction product. The product is: [CH2:9]([NH:8][C:4]1[C:5]([CH3:7])=[CH:6][N:2]([CH3:1])[N:3]=1)[CH3:10]. (3) The product is: [CH2:1]([NH:8][C:9]([C:11]1[C:12]([NH:20][CH2:21][C:22]2[CH:27]=[CH:26][C:25]([O:28][CH3:29])=[C:24]([Cl:30])[CH:23]=2)=[N:13][C:14]([N:35]2[CH2:36][CH2:37][C:33]3([CH2:31][CH2:32]3)[CH2:34]2)=[N:15][CH:16]=1)=[O:10])[C:2]1[CH:7]=[CH:6][CH:5]=[CH:4][CH:3]=1. Given the reactants [CH2:1]([NH:8][C:9]([C:11]1[C:12]([NH:20][CH2:21][C:22]2[CH:27]=[CH:26][C:25]([O:28][CH3:29])=[C:24]([Cl:30])[CH:23]=2)=[N:13][C:14](S(C)=O)=[N:15][CH:16]=1)=[O:10])[C:2]1[CH:7]=[CH:6][CH:5]=[CH:4][CH:3]=1.[CH2:31]1[C:33]2([CH2:37][CH2:36][NH:35][CH2:34]2)[CH2:32]1.C(N(CC)CC)C, predict the reaction product.